This data is from Forward reaction prediction with 1.9M reactions from USPTO patents (1976-2016). The task is: Predict the product of the given reaction. (1) Given the reactants [CH3:1][C:2]1[CH:10]=[C:9]([CH2:11][N:12]2[CH:16]=[C:15](C)[N:14]=[CH:13]2)[CH:8]=[C:7]2[C:3]=1[CH2:4][CH2:5][C:6]2=[O:18].[CH3:19]C1N=CNC=1.CN1CCNCC1.CN(C=O)C, predict the reaction product. The product is: [CH3:1][C:2]1[CH:10]=[C:9]([CH2:11][N:12]2[C:16]([CH3:19])=[CH:15][N:14]=[CH:13]2)[CH:8]=[C:7]2[C:3]=1[CH2:4][CH2:5][C:6]2=[O:18]. (2) The product is: [CH3:22][N:18]([CH3:17])[C:2]1[CH:14]=[CH:13][C:12]2[C:11]3[C:6](=[CH:7][CH:8]=[CH:9][CH:10]=3)[C:5](=[O:15])[C:4]=2[CH:3]=1. Given the reactants N[C:2]1[CH:14]=[CH:13][C:12]2[C:11]3[C:6](=[CH:7][CH:8]=[CH:9][CH:10]=3)[C:5](=[O:15])[C:4]=2[CH:3]=1.[BH3-][C:17]#[N:18].[Na+].[OH-].[Na+].[CH3:22]C(O)=O, predict the reaction product. (3) Given the reactants [F:1][C:2]([F:23])([F:22])[C:3]1[CH:4]=[C:5]2[C:9](=[C:10]([CH2:12]O)[CH:11]=1)[N:8]([CH2:14][O:15][CH2:16][CH2:17][Si:18]([CH3:21])([CH3:20])[CH3:19])[N:7]=[CH:6]2.C(Br)(Br)(Br)[Br:25].C1(P(C2C=CC=CC=2)C2C=CC=CC=2)C=CC=CC=1, predict the reaction product. The product is: [Br:25][CH2:12][C:10]1[CH:11]=[C:3]([C:2]([F:23])([F:22])[F:1])[CH:4]=[C:5]2[C:9]=1[N:8]([CH2:14][O:15][CH2:16][CH2:17][Si:18]([CH3:21])([CH3:20])[CH3:19])[N:7]=[CH:6]2. (4) Given the reactants [Cl:1][C:2]1[CH:7]=[CH:6][C:5]([CH:8]2[CH2:13][NH:12][C:11]([C:14]3[CH:19]=[CH:18][CH:17]=[CH:16][CH:15]=3)=[N:10][CH2:9]2)=[CH:4][CH:3]=1.[C:20](=O)([O:22]C(C)(C)C)[NH2:21], predict the reaction product. The product is: [Cl:1][C:2]1[CH:3]=[CH:4][C:5]([CH:8]2[CH2:13][N:12]3[C:20](=[O:22])[NH:21][C:19]4[CH:18]=[CH:17][CH:16]=[CH:15][C:14]=4[C:11]3=[N:10][CH2:9]2)=[CH:6][CH:7]=1.